This data is from hERG potassium channel inhibition data for cardiac toxicity prediction from Karim et al.. The task is: Regression/Classification. Given a drug SMILES string, predict its toxicity properties. Task type varies by dataset: regression for continuous values (e.g., LD50, hERG inhibition percentage) or binary classification for toxic/non-toxic outcomes (e.g., AMES mutagenicity, cardiotoxicity, hepatotoxicity). Dataset: herg_karim. (1) The molecule is CC1(C(=O)N2CC[C@@H](c3nc(-c4ccc(C(=O)Nc5cc(C(F)(F)F)ccn5)cc4)c4c(N)nccn34)C2)COC1. The result is 1 (blocker). (2) The compound is O=C(O)c1cn(C2CC2)c2cc(N3CCNCC3)c(F)cc2c1=O. The result is 0 (non-blocker). (3) The drug is Cc1ccccc1[C@H]1CCN(C[C@@H]2Cc3cccnc3[C@@H](O)C2)C[C@@H]1O. The result is 0 (non-blocker). (4) The molecule is O=C(Nc1ccc(Cl)cn1)[C@H](COCCO)Oc1ncnc2c1cnn2-c1ccccc1Cl. The result is 0 (non-blocker). (5) The molecule is CO[C@H]1CN(Cc2ccc(C(F)(F)F)cc2)CC[C@H]1N(C)C(=O)Cc1ccc(-n2cnnn2)cc1. The result is 1 (blocker). (6) The compound is NC(=O)c1ccc(N(C(N)=O)c2c(F)cccc2F)nc1-c1ccc(F)cc1F. The result is 0 (non-blocker). (7) The result is 0 (non-blocker). The compound is COc1ccccc1NC(=O)c1cccc(NC(=O)C2CCCC2)c1. (8) The drug is O=C1COc2ccc(CNC3CCN(CCN4C(=O)COc5ccc(-n6cnnn6)cc54)CC3)nc2N1. The result is 0 (non-blocker).